This data is from Forward reaction prediction with 1.9M reactions from USPTO patents (1976-2016). The task is: Predict the product of the given reaction. (1) Given the reactants [C:1]([NH:4][CH2:5][CH2:6][C:7]1[N:16]=[C:15]([C:17]([OH:19])=O)[C:14]2[C:9](=[CH:10][CH:11]=[CH:12][CH:13]=2)[N:8]=1)(=[O:3])[CH3:2].Cl.[OH:21][C:22]1[C:31]([N:32]([CH3:34])[CH3:33])=[CH:30][CH:29]=[C:28]2[C:23]=1[CH2:24][CH2:25][NH:26][CH2:27]2, predict the reaction product. The product is: [C:1]([NH:4][CH2:5][CH2:6][C:7]1[N:16]=[C:15]([C:17]([N:26]2[CH2:25][CH2:24][C:23]3[C:28](=[CH:29][CH:30]=[C:31]([N:32]([CH3:34])[CH3:33])[C:22]=3[OH:21])[CH2:27]2)=[O:19])[C:14]2[C:9](=[CH:10][CH:11]=[CH:12][CH:13]=2)[N:8]=1)(=[O:3])[CH3:2]. (2) Given the reactants Cl[C:2]1[C:14]2[CH:13]=[C:12]3[N:7]([CH2:8][CH2:9][O:10][C:11]3([CH3:16])[CH3:15])[C:6]=2[N:5]=[C:4]([Cl:17])[N:3]=1.[NH:18]1[CH2:23][CH2:22][O:21][CH2:20][CH2:19]1.C(N(CC)CC)C, predict the reaction product. The product is: [Cl:17][C:4]1[N:3]=[C:2]([N:18]2[CH2:23][CH2:22][O:21][CH2:20][CH2:19]2)[C:14]2[CH:13]=[C:12]3[N:7]([C:6]=2[N:5]=1)[CH2:8][CH2:9][O:10][C:11]3([CH3:16])[CH3:15]. (3) The product is: [Cl:9][C:10]1[CH:15]=[C:14]([I:16])[CH:13]=[C:12]([Cl:17])[C:11]=1[CH3:2]. Given the reactants [Li+].[CH3:2]C([N-]C(C)C)C.[Cl:9][C:10]1[CH:15]=[C:14]([I:16])[CH:13]=[C:12]([Cl:17])[CH:11]=1.COS(OC)(=O)=O, predict the reaction product. (4) Given the reactants [Cl:1][C:2]1[CH:3]=[CH:4][C:5]2[N:11]3[C:12]([CH:15]4[CH2:17][CH2:16]4)=[N:13][N:14]=[C:10]3[C@@H:9]([CH2:18][CH2:19][C:20]#N)[S:8][C@H:7]([C:22]3[CH:27]=[CH:26][CH:25]=[C:24]([O:28][CH3:29])[C:23]=3[O:30][CH3:31])[C:6]=2[CH:32]=1.[OH-:33].[Na+].C[OH:36].Cl, predict the reaction product. The product is: [Cl:1][C:2]1[CH:3]=[CH:4][C:5]2[N:11]3[C:12]([CH:15]4[CH2:16][CH2:17]4)=[N:13][N:14]=[C:10]3[C@@H:9]([CH2:18][CH2:19][C:20]([OH:36])=[O:33])[S:8][C@H:7]([C:22]3[CH:27]=[CH:26][CH:25]=[C:24]([O:28][CH3:29])[C:23]=3[O:30][CH3:31])[C:6]=2[CH:32]=1. (5) Given the reactants [NH2:1][CH:2]([C:4]([OH:6])=[O:5])[CH3:3].[CH:7](OC)=[O:8].N[C@H:12](C(O)=O)C, predict the reaction product. The product is: [CH3:12][O:5][C:4](=[O:6])[CH:2]([CH3:3])[NH:1][CH:7]=[O:8]. (6) Given the reactants [N+](=[C:3](P(=O)(OC)OC)C(=O)C)=[N-].[CH3:13][C:14]1[CH:15]=[C:16]([C:31]2[CH:32]=[CH:33][C:34]([CH:37]=O)=[N:35][CH:36]=2)[CH:17]=[C:18]([NH:20][C:21]2[N:26]=[C:25]([C:27]([F:30])([F:29])[F:28])[CH:24]=[CH:23][N:22]=2)[CH:19]=1.[C:39](=[O:42])([O-])[O-:40].[K+].[K+], predict the reaction product. The product is: [C:37]([C:34]1[N:35]=[CH:36][C:31]([C:16]2[CH:17]=[C:18]([NH:20][C:21]3[N:26]=[C:25]([C:27]([F:28])([F:29])[F:30])[CH:24]=[CH:23][N:22]=3)[CH:19]=[C:14]([CH3:13])[CH:15]=2)=[CH:32][CH:33]=1)#[CH:3].[C:39]([OH:40])([C:27]([F:30])([F:29])[F:28])=[O:42]. (7) Given the reactants [C:1]([O:4][CH2:5][CH2:6][CH2:7][CH2:8][O:9][C:10]1[C:15]([Cl:16])=[CH:14][C:13]([O:17]CC2C=CC=CC=2)=[CH:12][C:11]=1[Cl:25])(=[O:3])[CH3:2].[H][H], predict the reaction product. The product is: [C:1]([O:4][CH2:5][CH2:6][CH2:7][CH2:8][O:9][C:10]1[C:11]([Cl:25])=[CH:12][C:13]([OH:17])=[CH:14][C:15]=1[Cl:16])(=[O:3])[CH3:2].